From a dataset of Catalyst prediction with 721,799 reactions and 888 catalyst types from USPTO. Predict which catalyst facilitates the given reaction. (1) Reactant: [CH2:1]([C:5]1[O:9][C:8]([C:10]([O:12]CC)=O)=[N:7][CH:6]=1)[CH2:2][CH2:3][CH3:4].Cl.[O:16]1[CH2:20][CH2:19][CH:18]([CH2:21][NH2:22])[CH2:17]1.C(N(C(C)C)CC)(C)C. Product: [O:16]1[CH2:20][CH2:19][CH:18]([CH2:21][NH:22][C:10]([C:8]2[O:9][C:5]([CH2:1][CH2:2][CH2:3][CH3:4])=[CH:6][N:7]=2)=[O:12])[CH2:17]1. The catalyst class is: 8. (2) Reactant: [O:1]1[CH2:6][CH2:5][N:4]([C:7]2[C:8]3[N:9]([CH:22]=[C:23](/[CH:25]=[CH:26]/[C:27]4[CH:36]=[CH:35][C:34]5[C:29](=[CH:30][CH:31]=[CH:32][CH:33]=5)[N:28]=4)[N:24]=3)[C:10]([C:13]3[CH:21]=[CH:20][C:16]([C:17](O)=[O:18])=[CH:15][CH:14]=3)=[CH:11][N:12]=2)[CH2:3][CH2:2]1.F[C:38](F)(F)[C:39]([OH:41])=[O:40].O1CC[N:47](C2C3N(C=C(/C=C/C4C=CC5C(=CC=CC=5)N=4)N=3)C(C3C=CC(C(O)=O)=CC=3)=CN=2)[CH2:46]C1.[CH3:80]OC(=O)[C@H](C)N.CN(C(ON1N=NC2C=CC=NC1=2)=[N+](C)C)C.F[P-](F)(F)(F)(F)F.CCN(C(C)C)C(C)C. Product: [O:1]1[CH2:2][CH2:3][N:4]([C:7]2[C:8]3[N:9]([CH:22]=[C:23](/[CH:25]=[CH:26]/[C:27]4[CH:36]=[CH:35][C:34]5[C:29](=[CH:30][CH:31]=[CH:32][CH:33]=5)[N:28]=4)[N:24]=3)[C:10]([C:13]3[CH:14]=[CH:15][C:16]([C:17]([NH:47][CH2:46][CH2:38][C:39]([O:41][CH3:80])=[O:40])=[O:18])=[CH:20][CH:21]=3)=[CH:11][N:12]=2)[CH2:5][CH2:6]1. The catalyst class is: 85. (3) Reactant: [F:1][CH:2]([F:10])[C:3]1[CH:4]=[C:5]([CH:7]=[CH:8][CH:9]=1)[NH2:6].C([O:18][CH2:19][CH3:20])(OCC)OCC.[N+:21]([CH2:24]C(OCC)=O)([O-])=O.[C:30](O)(=O)C. Product: [F:1][CH:2]([F:10])[C:3]1[CH:4]=[C:5]([N:6]2[CH:30]=[C:20]([CH2:19][OH:18])[N:21]=[CH:24]2)[CH:7]=[CH:8][CH:9]=1. The catalyst class is: 292. (4) Reactant: [CH3:1][C:2]([O:5][C:6]([NH:8][C@H:9]([C:13](N(C)OC)=[O:14])[CH:10]([CH3:12])[CH3:11])=[O:7])([CH3:4])[CH3:3].[H-].[H-].[H-].[H-].[Li+].[Al+3].O. Product: [CH:13]([C@@H:9]([NH:8][C:6](=[O:7])[O:5][C:2]([CH3:1])([CH3:4])[CH3:3])[CH:10]([CH3:12])[CH3:11])=[O:14]. The catalyst class is: 1. (5) Reactant: [Cl:1][C:2]1[N:3]=[C:4](Cl)[C:5]2[CH2:10][N:9]([CH:11]([CH3:13])[CH3:12])[C:8](=[O:14])[C:6]=2[N:7]=1.[CH3:16][O:17][C:18]1[CH:23]=[CH:22][CH:21]=[CH:20][C:19]=1[CH2:24][C:25]([CH3:28])([NH2:27])[CH3:26].C(N(C(C)C)C(C)C)C. Product: [Cl:1][C:2]1[N:3]=[C:4]([NH:27][C:25]([CH3:28])([CH3:26])[CH2:24][C:19]2[CH:20]=[CH:21][CH:22]=[CH:23][C:18]=2[O:17][CH3:16])[C:5]2[CH2:10][N:9]([CH:11]([CH3:13])[CH3:12])[C:8](=[O:14])[C:6]=2[N:7]=1. The catalyst class is: 26. (6) Reactant: [Na].S(N[N:13]=[CH:14][C:15]1C=CC=C[C:16]=1[C:21]1[CH:26]=[CH:25][C:24]([F:27])=[CH:23][CH:22]=1)(C1C=CC(C)=CC=1)(=O)=O.[C:28]([O:32][C:33](=[O:37])NC=C)([CH3:31])([CH3:30])[CH3:29].O1CCOCC1.C(OC)(C)(C)C. Product: [C:28]([O:32][C:33](=[O:37])[NH:13][C@@H:14]1[CH2:15][C@@H:16]1[C:21]1[CH:22]=[CH:23][C:24]([F:27])=[CH:25][CH:26]=1)([CH3:31])([CH3:30])[CH3:29]. The catalyst class is: 786. (7) Reactant: CON(C)[C:4]([C:6]1[CH:14]=[C:13]2[C:9]([C:10]([CH3:18])([CH3:17])[C:11](=[O:16])[N:12]2[CH3:15])=[CH:8][CH:7]=1)=[O:5].[CH3:20][Mg]Br. Product: [C:4]([C:6]1[CH:14]=[C:13]2[C:9]([C:10]([CH3:17])([CH3:18])[C:11](=[O:16])[N:12]2[CH3:15])=[CH:8][CH:7]=1)(=[O:5])[CH3:20]. The catalyst class is: 7. (8) Reactant: [CH3:1][N:2]1[C:6]([C:7]2[CH:8]=[C:9]([C:14]([O:16]C)=[O:15])[S:10][C:11]=2[CH2:12][CH3:13])=[C:5]([CH3:18])[CH:4]=[N:3]1.[OH-].[Na+]. Product: [CH3:1][N:2]1[C:6]([C:7]2[CH:8]=[C:9]([C:14]([OH:16])=[O:15])[S:10][C:11]=2[CH2:12][CH3:13])=[C:5]([CH3:18])[CH:4]=[N:3]1. The catalyst class is: 7. (9) Reactant: [Br:1][C:2]1[C:3]([O:10][CH3:11])=[N:4][CH:5]=[C:6]([CH2:8][Br:9])[CH:7]=1.[Br:12]N1C(=O)CCC1=O.N(C(C)(C)C#N)=NC(C)(C)C#N. Product: [Br:1][C:2]1[C:3]([O:10][CH3:11])=[N:4][CH:5]=[C:6]([CH:8]([Br:12])[Br:9])[CH:7]=1. The catalyst class is: 638.